Task: Predict the reaction yield, written as a fraction of the theoretical maximum amount of product (1.0 means a 100% yield; for example, 0.34 means a 34% yield).. Dataset: Reaction yield outcomes from USPTO patents with 853,638 reactions (1) The reactants are [CH:1]1([NH:4][C:5]2[C:6]3[O:36][CH:35]=[CH:34][C:7]=3[N:8]=[C:9]([NH:11][C:12]3[CH:20]=[C:19]4[C:15]([C:16]([C:29]([N:31]([CH3:33])[CH3:32])=[O:30])=[N:17][N:18]4COCC[Si](C)(C)C)=[CH:14][CH:13]=3)[N:10]=2)[CH2:3][CH2:2]1.Cl.O1CCOCC1.[NH4+].[OH-]. The catalyst is ClCCCl. The product is [CH:1]1([NH:4][C:5]2[C:6]3[O:36][CH:35]=[CH:34][C:7]=3[N:8]=[C:9]([NH:11][C:12]3[CH:20]=[C:19]4[C:15]([C:16]([C:29]([N:31]([CH3:33])[CH3:32])=[O:30])=[N:17][NH:18]4)=[CH:14][CH:13]=3)[N:10]=2)[CH2:3][CH2:2]1. The yield is 0.420. (2) The reactants are [CH:1]1([C:4]2([OH:22])[CH2:11][CH2:10][CH2:9][CH2:8][N:7](C(OCC3C=CC=CC=3)=O)[CH2:6][CH2:5]2)[CH2:3][CH2:2]1. The catalyst is CO.[OH-].[OH-].[Pd+2]. The product is [CH:1]1([C:4]2([OH:22])[CH2:11][CH2:10][CH2:9][CH2:8][NH:7][CH2:6][CH2:5]2)[CH2:2][CH2:3]1. The yield is 0.966.